This data is from Full USPTO retrosynthesis dataset with 1.9M reactions from patents (1976-2016). The task is: Predict the reactants needed to synthesize the given product. (1) Given the product [CH2:1]([N:8]1[CH2:13][CH2:12][CH:11](/[C:14](=[N:26]\[S@@:24]([C:21]([CH3:23])([CH3:22])[CH3:20])=[O:25])/[CH2:15][CH2:16][CH:17]=[CH2:18])[CH2:10][CH2:9]1)[C:2]1[CH:7]=[CH:6][CH:5]=[CH:4][CH:3]=1, predict the reactants needed to synthesize it. The reactants are: [CH2:1]([N:8]1[CH2:13][CH2:12][CH:11]([C:14](=O)[CH2:15][CH2:16][CH:17]=[CH2:18])[CH2:10][CH2:9]1)[C:2]1[CH:7]=[CH:6][CH:5]=[CH:4][CH:3]=1.[CH3:20][C:21]([S@:24]([NH2:26])=[O:25])([CH3:23])[CH3:22]. (2) The reactants are: [CH:1]1[C:13]2[CH:12]([CH2:14][O:15][C:16]([NH:18][C@@H:19]([CH2:23][CH2:24][CH2:25][CH2:26][NH2:27])[C:20]([OH:22])=[O:21])=[O:17])[C:11]3[C:6](=[CH:7][CH:8]=[CH:9][CH:10]=3)[C:5]=2[CH:4]=[CH:3][CH:2]=1.[C:28](Cl)(=[O:39])[CH2:29][CH2:30][CH2:31][CH2:32][CH2:33][CH2:34][CH2:35][CH2:36][CH2:37][CH3:38].ClCCl.C(N(C(C)C)C(C)C)C. Given the product [CH:10]1[C:11]2[CH:12]([CH2:14][O:15][C:16]([NH:18][C@@H:19]([CH2:23][CH2:24][CH2:25][CH2:26][NH:27][C:28](=[O:39])[CH2:29][CH2:30][CH2:31][CH2:32][CH2:33][CH2:34][CH2:35][CH2:36][CH2:37][CH3:38])[C:20]([OH:22])=[O:21])=[O:17])[C:13]3[C:5](=[CH:4][CH:3]=[CH:2][CH:1]=3)[C:6]=2[CH:7]=[CH:8][CH:9]=1, predict the reactants needed to synthesize it. (3) Given the product [C:31]([NH:35][C:16](=[O:18])[C:15]1[CH:19]=[CH:20][CH:21]=[C:13]([N:9]2[C:10]3[C:6](=[CH:5][C:4]([N+:1]([O-:3])=[O:2])=[CH:12][CH:11]=3)[CH:7]=[CH:8]2)[CH:14]=1)([CH3:34])([CH3:33])[CH3:32], predict the reactants needed to synthesize it. The reactants are: [N+:1]([C:4]1[CH:5]=[C:6]2[C:10](=[CH:11][CH:12]=1)[N:9]([C:13]1[CH:14]=[C:15]([CH:19]=[CH:20][CH:21]=1)[C:16]([OH:18])=O)[CH:8]=[CH:7]2)([O-:3])=[O:2].S(Cl)(Cl)=O.O1CCCC1.[C:31]([NH2:35])([CH3:34])([CH3:33])[CH3:32]. (4) Given the product [Cl:2][C:3]1[N:4]=[C:5]([C:10]([NH:12][C@H:13]2[CH2:18][CH2:17][N:16]([C:22]3[N:27]=[C:26]([CH3:28])[N:25]=[C:24]([C:29]([O:31][CH2:32][CH3:33])=[O:30])[CH:23]=3)[CH2:15][C@H:14]2[O:19][CH3:20])=[O:11])[NH:6][C:7]=1[CH2:8][CH3:9], predict the reactants needed to synthesize it. The reactants are: Cl.[Cl:2][C:3]1[N:4]=[C:5]([C:10]([NH:12][C@H:13]2[CH2:18][CH2:17][NH:16][CH2:15][C@H:14]2[O:19][CH3:20])=[O:11])[NH:6][C:7]=1[CH2:8][CH3:9].Cl[C:22]1[N:27]=[C:26]([CH3:28])[N:25]=[C:24]([C:29]([O:31][CH2:32][CH3:33])=[O:30])[CH:23]=1.C(N(C(C)C)CC)(C)C. (5) The reactants are: C([Li])CCC.[C:6]([Si:10]([CH3:20])([CH3:19])[O:11][CH2:12][CH2:13][C:14]1[S:15][CH:16]=[CH:17][CH:18]=1)([CH3:9])([CH3:8])[CH3:7].CN([CH:24]=[O:25])C. Given the product [Si:10]([O:11][CH2:12][CH2:13][C:14]1[S:15][C:16]([CH:24]=[O:25])=[CH:17][CH:18]=1)([C:6]([CH3:7])([CH3:9])[CH3:8])([CH3:20])[CH3:19], predict the reactants needed to synthesize it. (6) Given the product [OH:1][CH2:2][C:3]1[CH:4]=[C:5]2[C:9](=[C:10]([N+:12]([O-:14])=[O:13])[CH:11]=1)[NH:8][C:7]([C:15]([NH:18][C@@H:19]([CH2:28][S:29][CH2:30][C:31]1[CH:36]=[CH:35][C:34]([O:37][CH3:38])=[CH:33][CH:32]=1)[CH2:20][O:21][C:22](=[O:27])[C:23]([CH3:26])([CH3:25])[CH3:24])=[O:17])=[CH:6]2, predict the reactants needed to synthesize it. The reactants are: [OH:1][CH2:2][C:3]1[CH:4]=[C:5]2[C:9](=[C:10]([N+:12]([O-:14])=[O:13])[CH:11]=1)[NH:8][C:7]([C:15]([OH:17])=O)=[CH:6]2.[NH2:18][C@@H:19]([CH2:28][S:29][CH2:30][C:31]1[CH:36]=[CH:35][C:34]([O:37][CH3:38])=[CH:33][CH:32]=1)[CH2:20][O:21][C:22](=[O:27])[C:23]([CH3:26])([CH3:25])[CH3:24].